From a dataset of NCI-60 drug combinations with 297,098 pairs across 59 cell lines. Regression. Given two drug SMILES strings and cell line genomic features, predict the synergy score measuring deviation from expected non-interaction effect. (1) Drug 1: C1=NC(=NC(=O)N1C2C(C(C(O2)CO)O)O)N. Drug 2: CCN(CC)CCCC(C)NC1=C2C=C(C=CC2=NC3=C1C=CC(=C3)Cl)OC. Cell line: EKVX. Synergy scores: CSS=14.7, Synergy_ZIP=-5.71, Synergy_Bliss=-5.51, Synergy_Loewe=-12.7, Synergy_HSA=-4.75. (2) Drug 1: C1=CC(=CC=C1CCC2=CNC3=C2C(=O)NC(=N3)N)C(=O)NC(CCC(=O)O)C(=O)O. Drug 2: C1=CC(=CC=C1CCCC(=O)O)N(CCCl)CCCl. Cell line: K-562. Synergy scores: CSS=51.8, Synergy_ZIP=-0.0960, Synergy_Bliss=-0.751, Synergy_Loewe=-1.22, Synergy_HSA=4.16. (3) Drug 1: CC1OCC2C(O1)C(C(C(O2)OC3C4COC(=O)C4C(C5=CC6=C(C=C35)OCO6)C7=CC(=C(C(=C7)OC)O)OC)O)O. Drug 2: C1CCC(C(C1)N)N.C(=O)(C(=O)[O-])[O-].[Pt+4]. Cell line: SF-539. Synergy scores: CSS=18.4, Synergy_ZIP=-5.03, Synergy_Bliss=-1.84, Synergy_Loewe=-0.327, Synergy_HSA=0.761.